This data is from HIV replication inhibition screening data with 41,000+ compounds from the AIDS Antiviral Screen. The task is: Binary Classification. Given a drug SMILES string, predict its activity (active/inactive) in a high-throughput screening assay against a specified biological target. The compound is CCN(CC)CCSSCCN(CC)CC. The result is 0 (inactive).